From a dataset of Retrosynthesis with 50K atom-mapped reactions and 10 reaction types from USPTO. Predict the reactants needed to synthesize the given product. (1) Given the product CCOC1COCCC1=O, predict the reactants needed to synthesize it. The reactants are: CCOC1COCCC1(OC)OC. (2) The reactants are: COc1ccc(C(=O)C2CCN(C3CCNC3=O)CC2)cc1.O=c1[nH]c(CCl)nc2c1COCC2. Given the product COc1ccc(C(=O)C2CCN(C3CCN(Cc4nc5c(c(=O)[nH]4)COCC5)C3=O)CC2)cc1, predict the reactants needed to synthesize it. (3) Given the product CCOC(=O)c1cc(-c2cnc(Oc3ccccc3)nc2)[nH]n1, predict the reactants needed to synthesize it. The reactants are: CCOC(=O)C(=O)CC(=O)c1cnc(Oc2ccccc2)nc1.NN. (4) Given the product Cc1cc(NC(=O)OC(C)(C)C)c(NC(=O)CC(=O)c2cccc(-n3ccnc3)c2)cc1C(F)(F)F, predict the reactants needed to synthesize it. The reactants are: CC(C)(C)OC(=O)CC(=O)c1cccc(-n2ccnc2)c1.Cc1cc(NC(=O)OC(C)(C)C)c(N)cc1C(F)(F)F.